Task: Predict the reaction yield, written as a fraction of the theoretical maximum amount of product (1.0 means a 100% yield; for example, 0.34 means a 34% yield).. Dataset: Reaction yield outcomes from USPTO patents with 853,638 reactions (1) The reactants are [F:1][C:2]1[CH:3]=[CH:4][C:5]([O:25][C:26]2[CH:31]=[CH:30][CH:29]=[CH:28][CH:27]=2)=[C:6]([N:8]([CH2:12][C:13]2[CH:18]=[C:17]([O:19][CH3:20])[CH:16]=[CH:15][C:14]=2[O:21][CH2:22][CH2:23][OH:24])[C:9](=[O:11])[CH3:10])[CH:7]=1.C(N(C(C)C)CC)(C)C.[S:41](Cl)([CH3:44])(=[O:43])=[O:42]. The catalyst is ClCCl. The product is [F:1][C:2]1[CH:3]=[CH:4][C:5]([O:25][C:26]2[CH:27]=[CH:28][CH:29]=[CH:30][CH:31]=2)=[C:6]([N:8]([CH2:12][C:13]2[CH:18]=[C:17]([O:19][CH3:20])[CH:16]=[CH:15][C:14]=2[O:21][CH2:22][CH2:23][O:24][S:41]([CH3:44])(=[O:43])=[O:42])[C:9](=[O:11])[CH3:10])[CH:7]=1. The yield is 0.880. (2) The reactants are Cl.[NH2:2][C:3]1[CH:4]=[C:5]2[C:10](=[CH:11][CH:12]=1)[N:9]=[C:8]([OH:13])[C:7]([OH:14])=[N:6]2.N([O-])=O.[Na+].[N-:19]=[N+:20]=[N-].[Na+]. The catalyst is OS(O)(=O)=O.O. The product is [N:2]([C:3]1[CH:4]=[C:5]2[C:10](=[CH:11][CH:12]=1)[N:9]=[C:8]([OH:13])[C:7]([OH:14])=[N:6]2)=[N+:19]=[N-:20]. The yield is 0.670. (3) The reactants are [Cl:1][C:2]1[CH:3]=[C:4]2[C:9](=[CH:10][C:11]=1[O:12][CH3:13])[O:8][CH:7]([C:14]([F:17])([F:16])[F:15])[C:6]([C:18]([O:20]CC)=[O:19])=[CH:5]2.CO.O.O[Li].O. The catalyst is C1COCC1. The product is [Cl:1][C:2]1[CH:3]=[C:4]2[C:9](=[CH:10][C:11]=1[O:12][CH3:13])[O:8][CH:7]([C:14]([F:17])([F:15])[F:16])[C:6]([C:18]([OH:20])=[O:19])=[CH:5]2. The yield is 0.360. (4) The reactants are COC1C=CC(C[NH:8][C:9]2[S:13][C:12]([C:14]3[CH:15]=[C:16]4[C:20](=[CH:21][CH:22]=3)[N:19](S(C3C=CC(C)=CC=3)(=O)=O)[CH:18]=[C:17]4[C:33]3[N:38]=[C:37]([N:39]4[CH2:44][CH2:43][N:42]([CH3:45])[C:41](=[O:46])[CH2:40]4)[CH:36]=[CH:35][CH:34]=3)=[N:11][N:10]=2)=CC=1.[OH-].[K+].COC1C=CC(CNC2SC(C3C=C4C(=CC=3)NC=C4C3N=C(N4CCN(C)C(=O)C4)C=CC=3)=NN=2)=CC=1.C(O)(C(F)(F)F)=O. The catalyst is O1CCOCC1.O. The product is [NH2:8][C:9]1[S:13][C:12]([C:14]2[CH:15]=[C:16]3[C:20](=[CH:21][CH:22]=2)[NH:19][CH:18]=[C:17]3[C:33]2[N:38]=[C:37]([N:39]3[CH2:44][CH2:43][N:42]([CH3:45])[C:41](=[O:46])[CH2:40]3)[CH:36]=[CH:35][CH:34]=2)=[N:11][N:10]=1. The yield is 0.421. (5) The reactants are CS(C)=O.C(Cl)(=O)C(Cl)=O.[C:11]([O:15][C:16]([N:18]1[CH2:22][C@H:21]([CH2:23][NH:24][C:25]([O:27][C:28]([CH3:31])([CH3:30])[CH3:29])=[O:26])[CH2:20][C@H:19]1[CH2:32][OH:33])=[O:17])([CH3:14])([CH3:13])[CH3:12].C(N(CC)CC)C. The catalyst is C(Cl)Cl.CCOC(C)=O.CCCCCC. The product is [C:11]([O:15][C:16]([N:18]1[CH2:22][C@H:21]([CH2:23][NH:24][C:25]([O:27][C:28]([CH3:31])([CH3:30])[CH3:29])=[O:26])[CH2:20][C@H:19]1[CH:32]=[O:33])=[O:17])([CH3:13])([CH3:12])[CH3:14]. The yield is 0.970. (6) The reactants are [O:1]=[C:2]1[C:11]2[C:6](=[CH:7][CH:8]=[CH:9][CH:10]=2)[N:5]=[C:4]([CH2:12][CH2:13][CH2:14][C:15]([OH:17])=O)[NH:3]1.FC(F)(F)C(O)=O.[CH3:25][O:26][C:27]1[CH:32]=[CH:31][C:30]([C:33]2[O:34][C:35]([CH:38]3[CH2:43][CH2:42][NH:41][CH2:40][CH2:39]3)=[N:36][N:37]=2)=[CH:29][CH:28]=1. No catalyst specified. The product is [CH3:25][O:26][C:27]1[CH:32]=[CH:31][C:30]([C:33]2[O:34][C:35]([CH:38]3[CH2:43][CH2:42][N:41]([C:15](=[O:17])[CH2:14][CH2:13][CH2:12][C:4]4[NH:3][C:2](=[O:1])[C:11]5[C:6](=[CH:7][CH:8]=[CH:9][CH:10]=5)[N:5]=4)[CH2:40][CH2:39]3)=[N:36][N:37]=2)=[CH:29][CH:28]=1. The yield is 0.440.